Dataset: Full USPTO retrosynthesis dataset with 1.9M reactions from patents (1976-2016). Task: Predict the reactants needed to synthesize the given product. Given the product [OH:29][C@:22]1([CH2:21][NH:20][C:4]([C:6]2[CH:7]=[C:8]([CH2:16][CH2:17][O:18][CH3:19])[N:9]3[C:14]=2[C:13]([CH3:15])=[CH:12][CH:11]=[CH:10]3)=[O:5])[CH2:27][CH2:26][CH2:25][C@@H:24]([CH3:28])[CH2:23]1, predict the reactants needed to synthesize it. The reactants are: C(O[C:4]([C:6]1[CH:7]=[C:8]([CH2:16][CH2:17][O:18][CH3:19])[N:9]2[C:14]=1[C:13]([CH3:15])=[CH:12][CH:11]=[CH:10]2)=[O:5])C.[NH2:20][CH2:21][C@@:22]1([OH:29])[CH2:27][CH2:26][CH2:25][C@@H:24]([CH3:28])[CH2:23]1.